Task: Predict which catalyst facilitates the given reaction.. Dataset: Catalyst prediction with 721,799 reactions and 888 catalyst types from USPTO (1) Reactant: [CH:1]1[C:6](=[O:7])[C:5]([OH:8])=[CH:4][O:3][C:2]=1[CH2:9]Cl.Cl. Product: [OH:8][C:5]1[C:6](=[O:7])[CH:1]=[C:2]([CH3:9])[O:3][CH:4]=1. The catalyst class is: 739. (2) Product: [C:1]1([S:7]([C:8]2[CH:13]=[CH:12][C:11]([O:14][CH2:15][CH2:16][CH2:17][CH2:18][CH2:19][CH3:20])=[CH:10][CH:9]=2)=[O:30])[CH:2]=[CH:3][CH:4]=[CH:5][CH:6]=1. Reactant: [C:1]1([S:7][C:8]2[CH:13]=[CH:12][C:11]([O:14][CH2:15][CH2:16][CH2:17][CH2:18][CH2:19][CH3:20])=[CH:10][CH:9]=2)[CH:6]=[CH:5][CH:4]=[CH:3][CH:2]=1.OO.O.O.O.O.O.S([O-])([O-])(=[O:30])=S.[Na+].[Na+].O. The catalyst class is: 15. (3) Reactant: [Mg].C(O[Ge:5]([O:12][CH2:13][CH3:14])([O:9][CH2:10][CH3:11])[O:6][CH2:7][CH3:8])C.Br[C:16]1[CH:29]=[CH:28][C:27]2[S:26][C:25]3[C:20](=[CH:21][CH:22]=[CH:23][CH:24]=3)[S:19][C:18]=2[CH:17]=1. Product: [CH2:13]([O:12][Ge:5]([O:6][CH2:7][CH3:8])([O:9][CH2:10][CH3:11])[C:16]1[CH:29]=[CH:28][C:27]2[S:26][C:25]3[C:20](=[CH:21][CH:22]=[CH:23][CH:24]=3)[S:19][C:18]=2[CH:17]=1)[CH3:14]. The catalyst class is: 1. (4) Reactant: [I:1][C:2]1[C:10]2[N:9]=[CH:8][NH:7][C:6]=2[CH:5]=[CH:4][CH:3]=1.[H-].[Na+].[CH3:13][Si:14]([CH3:21])([CH3:20])[CH2:15][CH2:16][O:17][CH2:18]Cl.O. Product: [I:1][C:2]1[C:10]2[N:9]=[CH:8][N:7]([CH2:18][O:17][CH2:16][CH2:15][Si:14]([CH3:21])([CH3:20])[CH3:13])[C:6]=2[CH:5]=[CH:4][CH:3]=1. The catalyst class is: 3. (5) Reactant: [N:1]1[CH:6]=[CH:5][CH:4]=[N:3][C:2]=1[N:7]1[C:15]2[C:10](=[CH:11][CH:12]=[CH:13][CH:14]=2)[CH2:9][CH:8]1[C:16]([OH:18])=O.[NH:19]1[CH2:23][CH2:22][CH2:21][CH2:20]1.ON1C2C=CC=CC=2N=N1.C(N=C=NCCCN(C)C)C. Product: [N:3]1[CH:4]=[CH:5][CH:6]=[N:1][C:2]=1[N:7]1[C:15]2[C:10](=[CH:11][CH:12]=[CH:13][CH:14]=2)[CH2:9][CH:8]1[C:16]([N:19]1[CH2:23][CH2:22][CH2:21][CH2:20]1)=[O:18]. The catalyst class is: 7. (6) Reactant: [CH3:1][O:2][C:3](=[O:15])[C:4](=O)[CH2:5][C:6]([C:8]1[S:9][C:10]([Br:13])=[CH:11][CH:12]=1)=O.Cl.[Cl:17][C:18]1[CH:23]=[CH:22][CH:21]=[CH:20][C:19]=1[NH:24][NH2:25]. Product: [CH3:1][O:2][C:3]([C:4]1[CH:5]=[C:6]([C:8]2[S:9][C:10]([Br:13])=[CH:11][CH:12]=2)[N:24]([C:19]2[CH:20]=[CH:21][CH:22]=[CH:23][C:18]=2[Cl:17])[N:25]=1)=[O:15]. The catalyst class is: 5. (7) Reactant: [C:1]([C:3]1[CH:4]=[C:5]([F:32])[C:6]([NH:19][C@H:20]2[CH:25]3[CH2:26][CH2:27][CH:22]([CH2:23][CH2:24]3)[C@@H:21]2[C:28]([O:30]C)=[O:29])=[N:7][C:8]=1[C:9]1[C:17]2[C:12](=[N:13][CH:14]=[C:15]([F:18])[CH:16]=2)[NH:11][N:10]=1)#[N:2].O.[OH-].[Li+].Cl. Product: [C:1]([C:3]1[CH:4]=[C:5]([F:32])[C:6]([NH:19][C@H:20]2[CH:25]3[CH2:24][CH2:23][CH:22]([CH2:27][CH2:26]3)[C@@H:21]2[C:28]([OH:30])=[O:29])=[N:7][C:8]=1[C:9]1[C:17]2[C:12](=[N:13][CH:14]=[C:15]([F:18])[CH:16]=2)[NH:11][N:10]=1)#[N:2]. The catalyst class is: 20. (8) Reactant: [C:1]([O:5][C:6]([N:8]1[CH2:12][CH2:11][CH:10]([N:13]2[CH:17]=[C:16]([C:18]3[CH:23]=[CH:22][C:21]([F:24])=[C:20]([C:25]([F:28])([F:27])[F:26])[CH:19]=3)[N:15]=[C:14]2[CH:29]2[CH2:34][CH2:33][N:32]([C:35]3[C:40]([C:41]#[N:42])=[C:39]([NH2:43])[N:38]=[CH:37][N:36]=3)[CH2:31][CH2:30]2)[CH2:9]1)=[O:7])([CH3:4])([CH3:3])[CH3:2].[OH:44]O. Product: [NH2:43][C:39]1[N:38]=[CH:37][N:36]=[C:35]([N:32]2[CH2:31][CH2:30][CH:29]([C:14]3[N:13]([CH:10]4[CH2:11][CH2:12][N:8]([C:6]([O:5][C:1]([CH3:4])([CH3:2])[CH3:3])=[O:7])[CH2:9]4)[CH:17]=[C:16]([C:18]4[CH:23]=[CH:22][C:21]([F:24])=[C:20]([C:25]([F:28])([F:27])[F:26])[CH:19]=4)[N:15]=3)[CH2:34][CH2:33]2)[C:40]=1[C:41](=[O:44])[NH2:42]. The catalyst class is: 16.